Dataset: Retrosynthesis with 50K atom-mapped reactions and 10 reaction types from USPTO. Task: Predict the reactants needed to synthesize the given product. (1) Given the product Nc1cc(NC(=O)c2cccs2)ccc1Sc1ccc(O)cc1, predict the reactants needed to synthesize it. The reactants are: O=C(Nc1ccc(Sc2ccc(O)cc2)c([N+](=O)[O-])c1)c1cccs1. (2) Given the product CN1CC(C)(C)OCC1C(=O)Nc1cc(Cl)cc2c1[nH]c1cnccc12, predict the reactants needed to synthesize it. The reactants are: CN1CC(C)(C)OCC1C(=O)O.Nc1cc(Cl)cc2c1[nH]c1cnccc12. (3) Given the product NCC1COc2cccc(-c3ccccc3Cl)c2O1, predict the reactants needed to synthesize it. The reactants are: [N-]=[N+]=NCC1COc2cccc(-c3ccccc3Cl)c2O1. (4) Given the product CCOc1cc(CN2CCCC2)ccc1N, predict the reactants needed to synthesize it. The reactants are: CCOc1cc(C(=O)N2CCCC2)ccc1N.